From a dataset of Acute oral toxicity (LD50) regression data from Zhu et al.. Regression/Classification. Given a drug SMILES string, predict its toxicity properties. Task type varies by dataset: regression for continuous values (e.g., LD50, hERG inhibition percentage) or binary classification for toxic/non-toxic outcomes (e.g., AMES mutagenicity, cardiotoxicity, hepatotoxicity). Dataset: ld50_zhu. (1) The drug is CCOc1ccc(N)cc1. The rat oral LD50 is 2.37, given as -log10 of the dose in mol/kg body weight (higher means more acutely toxic). (2) The drug is Nc1ccc(O)c([N+](=O)[O-])c1. The rat oral LD50 is 2.02, given as -log10 of the dose in mol/kg body weight (higher means more acutely toxic). (3) The compound is CCOC(=O)CS. The rat oral LD50 is 2.83, given as -log10 of the dose in mol/kg body weight (higher means more acutely toxic). (4) The drug is CCN(CC)S(=O)(=O)c1ccc(OP(=S)(OC)OC)cc1Cl. The rat oral LD50 is 3.89, given as -log10 of the dose in mol/kg body weight (higher means more acutely toxic). (5) The drug is O=C=Nc1cccc(C(F)(F)F)c1. The rat oral LD50 is 2.28, given as -log10 of the dose in mol/kg body weight (higher means more acutely toxic). (6) The compound is CCOc1cc(C=O)ccc1O. The rat oral LD50 is 2.02, given as -log10 of the dose in mol/kg body weight (higher means more acutely toxic). (7) The rat oral LD50 is 2.60, given as -log10 of the dose in mol/kg body weight (higher means more acutely toxic). The molecule is CCOP(=O)(NC(C)=O)SC.